This data is from Catalyst prediction with 721,799 reactions and 888 catalyst types from USPTO. The task is: Predict which catalyst facilitates the given reaction. (1) Reactant: CO[C:3]([NH:5][C:6]1[NH:10][C:9]2[CH:11]=[CH:12][C:13]([O:15][S:16]([C:19]3[CH:24]=[CH:23][C:22]([NH:25][CH2:26][CH:27]4[CH2:29][CH2:28]4)=[CH:21][CH:20]=3)(=[O:18])=[O:17])=[CH:14][C:8]=2[N:7]=1)=[O:4].NCC[CH:33]1[O:38][CH2:37][CH2:36][NH:35][CH2:34]1.C[N:40]1CC[CH2:42][C:41]1=O. Product: [N:35]1([CH2:42][CH2:41][NH:40][C:3](=[O:4])[NH:5][C:6]2[NH:10][C:9]3[CH:11]=[CH:12][C:13]([O:15][S:16]([C:19]4[CH:24]=[CH:23][C:22]([NH:25][CH2:26][CH:27]5[CH2:28][CH2:29]5)=[CH:21][CH:20]=4)(=[O:18])=[O:17])=[CH:14][C:8]=3[N:7]=2)[CH2:34][CH2:33][O:38][CH2:37][CH2:36]1. The catalyst class is: 7. (2) Reactant: C(NC(C)C)(C)C.C([Li])CCC.[F:13][C:14]1[N:19]=[C:18]([C:20]2[CH:21]=[N:22][CH:23]=[CH:24][CH:25]=2)[CH:17]=[CH:16][CH:15]=1.[B:26](OC(C)C)([O:31]C(C)C)[O:27]C(C)C. Product: [F:13][C:14]1[N:19]=[C:18]([C:20]2[CH:21]=[N:22][CH:23]=[CH:24][CH:25]=2)[CH:17]=[CH:16][C:15]=1[B:26]([OH:31])[OH:27]. The catalyst class is: 1. (3) Reactant: [CH2:1]([O:8][C:9]([NH:11][C@@H:12]([CH3:16])[C:13]([OH:15])=O)=[O:10])[C:2]1[CH:7]=[CH:6][CH:5]=[CH:4][CH:3]=1.[C:17]([O:21][C:22]([N:24]1[CH2:29][CH2:28][CH:27]([NH:30][C:31]2[CH:36]=[CH:35][CH:34]=[CH:33][C:32]=2[NH2:37])[CH2:26][CH2:25]1)=[O:23])([CH3:20])([CH3:19])[CH3:18].C1C=CC2N(O)N=NC=2C=1.CN1CCOCC1.Cl.CN(C)CCCN=C=NCC. Product: [C:17]([O:21][C:22]([N:24]1[CH2:29][CH2:28][CH:27]([NH:30][C:31]2[CH:36]=[CH:35][CH:34]=[CH:33][C:32]=2[NH:37][C:13](=[O:15])[C@@H:12]([NH:11][C:9]([O:8][CH2:1][C:2]2[CH:3]=[CH:4][CH:5]=[CH:6][CH:7]=2)=[O:10])[CH3:16])[CH2:26][CH2:25]1)=[O:23])([CH3:20])([CH3:18])[CH3:19]. The catalyst class is: 2. (4) Reactant: C(O[C:6](=O)[N:7]([C@@H:9]([C:18](=[O:21])[NH:19][CH3:20])[CH2:10][C:11]1[CH:16]=[CH:15][C:14]([F:17])=[CH:13][CH:12]=1)C)(C)(C)C.FC(F)(F)C(O)=O.C(=O)([O-])O.[Na+].C(=O)([O-])[O-].[Na+].[Na+].C(=O)([O-])O.[Na+]. Product: [F:17][C:14]1[CH:13]=[CH:12][C:11]([CH2:10][C@@H:9]([NH:7][CH3:6])[C:18]([NH:19][CH3:20])=[O:21])=[CH:16][CH:15]=1. The catalyst class is: 2. (5) Reactant: [C:1]([O:5][C:6]([NH:8][C@@H:9]([CH2:14][CH2:15][CH2:16][C:17]([CH3:22])([N+:19]([O-])=O)[CH3:18])[C:10]([O:12][CH3:13])=[O:11])=[O:7])([CH3:4])([CH3:3])[CH3:2].[H][H]. Product: [CH3:13][O:12][C:10](=[O:11])[C@H:9]([CH2:14][CH2:15][CH2:16][C:17]([CH3:22])([CH3:18])[NH2:19])[NH:8][C:6]([O:5][C:1]([CH3:4])([CH3:2])[CH3:3])=[O:7]. The catalyst class is: 129. (6) Reactant: I[CH2:2][C@H:3]1[CH2:8][CH2:7][C@H:6]([C:9]2[N:10]=[N:11][N:12]3[C:17]=2[C:16]2[CH:18]=[CH:19][NH:20][C:15]=2[N:14]=[CH:13]3)[CH2:5][CH2:4]1.[F:21][C:22]([S:25]([O-:27])=[O:26])([F:24])[F:23].[Na+].O. Product: [F:21][C:22]([F:24])([F:23])[S:25]([CH2:2][C@H:3]1[CH2:8][CH2:7][C@H:6]([C:9]2[N:10]=[N:11][N:12]3[C:17]=2[C:16]2[CH:18]=[CH:19][NH:20][C:15]=2[N:14]=[CH:13]3)[CH2:5][CH2:4]1)(=[O:27])=[O:26]. The catalyst class is: 9. (7) Reactant: [CH2:1]([O:8][C:9]1[CH:10]=[C:11]([C:26]2[O:30][N:29]=[C:28]([C:31]3[CH:36]=[CH:35][N:34]=[CH:33][CH:32]=3)[N:27]=2)[CH:12]=[C:13]([N+:23]([O-:25])=[O:24])[C:14]=1[O:15][CH2:16][C:17]1[CH:22]=[CH:21][CH:20]=[CH:19][CH:18]=1)[C:2]1[CH:7]=[CH:6][CH:5]=[CH:4][CH:3]=1.ClC1C=C(C=CC=1)C(OO)=[O:42].O.C(OCC)C. Product: [CH2:1]([O:8][C:9]1[CH:10]=[C:11]([C:26]2[O:30][N:29]=[C:28]([C:31]3[CH:32]=[CH:33][N+:34]([O-:42])=[CH:35][CH:36]=3)[N:27]=2)[CH:12]=[C:13]([N+:23]([O-:25])=[O:24])[C:14]=1[O:15][CH2:16][C:17]1[CH:18]=[CH:19][CH:20]=[CH:21][CH:22]=1)[C:2]1[CH:7]=[CH:6][CH:5]=[CH:4][CH:3]=1. The catalyst class is: 4.